From a dataset of Full USPTO retrosynthesis dataset with 1.9M reactions from patents (1976-2016). Predict the reactants needed to synthesize the given product. (1) Given the product [C:15]1([S:21]([NH:1][C:2]2[CH:7]=[CH:6][C:5]([C:8]([F:11])([F:10])[F:9])=[CH:4][C:3]=2[N+:12]([O-:14])=[O:13])(=[O:23])=[O:22])[CH:20]=[CH:19][CH:18]=[CH:17][CH:16]=1, predict the reactants needed to synthesize it. The reactants are: [NH2:1][C:2]1[CH:7]=[CH:6][C:5]([C:8]([F:11])([F:10])[F:9])=[CH:4][C:3]=1[N+:12]([O-:14])=[O:13].[C:15]1([S:21](Cl)(=[O:23])=[O:22])[CH:20]=[CH:19][CH:18]=[CH:17][CH:16]=1.[H-].[Na+].[Cl-].[NH4+]. (2) Given the product [CH2:1]([O:3][CH2:4][C:5]1[N:9]([CH3:33])[N:8]=[C:7]([C:10]2[CH:11]=[C:12]3[C:16](=[CH:17][CH:18]=2)[N:15]([CH3:19])[C:14]2[N:20]([CH3:32])[C:21](=[O:31])[C:22]([C:24]4[CH:25]=[CH:26][C:27]([F:30])=[CH:28][CH:29]=4)=[CH:23][C:13]3=2)[CH:6]=1)[CH3:2], predict the reactants needed to synthesize it. The reactants are: [CH2:1]([O:3][CH2:4][C:5]1[NH:9][N:8]=[C:7]([C:10]2[CH:11]=[C:12]3[C:16](=[CH:17][CH:18]=2)[N:15]([CH3:19])[C:14]2[N:20]([CH3:32])[C:21](=[O:31])[C:22]([C:24]4[CH:29]=[CH:28][C:27]([F:30])=[CH:26][CH:25]=4)=[CH:23][C:13]3=2)[CH:6]=1)[CH3:2].[CH3:33]I. (3) Given the product [C:17]([Si:20]([CH3:22])([CH3:21])[O:6][CH:5]([C:4]1[C:7]([O:11][CH3:12])=[CH:8][CH:9]=[CH:10][C:3]=1[O:2][CH3:1])[C:13]#[N:14])([CH3:19])([CH3:18])[CH3:16], predict the reactants needed to synthesize it. The reactants are: [CH3:1][O:2][C:3]1[CH:10]=[CH:9][CH:8]=[C:7]([O:11][CH3:12])[C:4]=1[CH:5]=[O:6].[C-:13]#[N:14].[K+].[CH3:16][C:17]([Si:20](Cl)([CH3:22])[CH3:21])([CH3:19])[CH3:18]. (4) Given the product [C:1]([C:5]1[O:9][N:8]=[C:7]([NH:10][C:11]([NH:13][C:14]2[CH:19]=[CH:18][CH:17]=[C:16]([S:20][C:22]3[C:31]4[C:26](=[CH:27][C:28]([O:39][CH3:40])=[CH:29][C:30]=4[O:32][CH:33]4[CH2:34][CH2:35][O:36][CH2:37][CH2:38]4)[N:25]=[CH:24][N:23]=3)[CH:15]=2)=[O:12])[CH:6]=1)([CH3:4])([CH3:2])[CH3:3], predict the reactants needed to synthesize it. The reactants are: [C:1]([C:5]1[O:9][N:8]=[C:7]([NH:10][C:11]([NH:13][C:14]2[CH:19]=[CH:18][CH:17]=[C:16]([SH:20])[CH:15]=2)=[O:12])[CH:6]=1)([CH3:4])([CH3:3])[CH3:2].Cl[C:22]1[C:31]2[C:26](=[CH:27][C:28]([O:39][CH3:40])=[CH:29][C:30]=2[O:32][CH:33]2[CH2:38][CH2:37][O:36][CH2:35][CH2:34]2)[N:25]=[CH:24][N:23]=1.C([O-])([O-])=O.[Cs+].[Cs+]. (5) Given the product [NH2:8][C:6]1[CH:5]=[CH:4][N:3]=[C:2]([O:32][C:23]2[CH:24]=[C:25]([C:28]([F:29])([F:30])[F:31])[CH:26]=[CH:27][C:22]=2[C:19]2[CH:20]=[CH:21][C:16]([C:13]3[CH:12]=[N:11][C:10]([NH2:9])=[N:15][CH:14]=3)=[C:17]([F:33])[CH:18]=2)[N:7]=1, predict the reactants needed to synthesize it. The reactants are: Cl[C:2]1[N:7]=[C:6]([NH2:8])[CH:5]=[CH:4][N:3]=1.[NH2:9][C:10]1[N:15]=[CH:14][C:13]([C:16]2[CH:21]=[CH:20][C:19]([C:22]3[C:23]([OH:32])=[CH:24][C:25]([C:28]([F:31])([F:30])[F:29])=[CH:26][CH:27]=3)=[CH:18][C:17]=2[F:33])=[CH:12][N:11]=1.